This data is from Reaction yield outcomes from USPTO patents with 853,638 reactions. The task is: Predict the reaction yield, written as a fraction of the theoretical maximum amount of product (1.0 means a 100% yield; for example, 0.34 means a 34% yield). (1) The reactants are Br[C:2]1[N:7]=[C:6]([C:8]([OH:10])=[O:9])[CH:5]=[CH:4][CH:3]=1.[F:11][C:12]1[CH:17]=[CH:16][CH:15]=[C:14]([F:18])[C:13]=1B(O)O. The catalyst is C1C=CC(P(C2C=CC=CC=2)[C-]2C=CC=C2)=CC=1.C1C=CC(P(C2C=CC=CC=2)[C-]2C=CC=C2)=CC=1.Cl[Pd]Cl.[Fe+2].C(Cl)Cl. The product is [F:11][C:12]1[CH:17]=[CH:16][CH:15]=[C:14]([F:18])[C:13]=1[C:2]1[N:7]=[C:6]([C:8]([OH:10])=[O:9])[CH:5]=[CH:4][CH:3]=1. The yield is 0.380. (2) The reactants are C([O:8][C:9]1[C:14]([C:15]([CH3:18])([CH3:17])[CH3:16])=[CH:13][CH:12]=[CH:11][C:10]=1[C:19]([C:27]1[CH:28]=[C:29]([C:33]2[CH:38]=[CH:37][CH:36]=[CH:35][C:34]=2[O:39][CH3:40])[CH:30]=[CH:31][CH:32]=1)([C:21]1[CH:26]=[CH:25][CH:24]=[CH:23][CH:22]=1)O)C1C=CC=CC=1. The catalyst is C(#N)C.[PH2](O)=O. The product is [C:15]([C:14]1[CH:13]=[CH:12][CH:11]=[C:10]([CH:19]([C:27]2[CH:28]=[C:29]([C:33]3[CH:38]=[CH:37][CH:36]=[CH:35][C:34]=3[O:39][CH3:40])[CH:30]=[CH:31][CH:32]=2)[C:21]2[CH:26]=[CH:25][CH:24]=[CH:23][CH:22]=2)[C:9]=1[OH:8])([CH3:18])([CH3:16])[CH3:17]. The yield is 0.960.